This data is from Full USPTO retrosynthesis dataset with 1.9M reactions from patents (1976-2016). The task is: Predict the reactants needed to synthesize the given product. (1) The reactants are: Cl[C:2]1[N:11]=[C:10]([NH:12][CH2:13][CH:14]([C:21]2[CH:26]=[CH:25][CH:24]=[CH:23][CH:22]=2)[C:15]2[CH:20]=[CH:19][CH:18]=[CH:17][CH:16]=2)[C:9]2[C:4](=[CH:5][CH:6]=[CH:7][CH:8]=2)[N:3]=1.[CH3:27][C:28]1[C:33](B(O)O)=[CH:32][N:31]2[CH:37]=[CH:38][N:39]=[C:30]2[CH:29]=1.N1C=CN2C=C(C3N=C(NCC(C4C=CC=CC=4)C4NC=CC=4)C4C(=CC=CC=4)N=3)C=CC=12. Given the product [C:15]1([CH:14]([C:21]2[CH:26]=[CH:25][CH:24]=[CH:23][CH:22]=2)[CH2:13][NH:12][C:10]2[C:9]3[C:4](=[CH:5][CH:6]=[CH:7][CH:8]=3)[N:3]=[C:2]([C:33]3[C:28]([CH3:27])=[CH:29][C:30]4[N:31]([CH:37]=[CH:38][N:39]=4)[CH:32]=3)[N:11]=2)[CH:20]=[CH:19][CH:18]=[CH:17][CH:16]=1, predict the reactants needed to synthesize it. (2) Given the product [CH3:5][O:9][C:10]1[CH:19]=[C:18]2[C:13]([CH:14]=[C:15]([C:21]([O:23][CH3:24])=[O:22])[C:16](=[O:20])[O:17]2)=[CH:12][CH:11]=1, predict the reactants needed to synthesize it. The reactants are: CI.[K].[Cs].[C:5](=O)([O-])[O-].[OH:9][C:10]1[CH:19]=[C:18]2[C:13]([CH:14]=[C:15]([C:21]([O:23][CH3:24])=[O:22])[C:16](=[O:20])[O:17]2)=[CH:12][CH:11]=1. (3) Given the product [C:31]([NH:35][CH2:3][CH2:4][CH2:5][C:6]1[CH:7]=[CH:8][C:9]([C:12]([C:14]2[N:22]3[C:17]([CH:18]=[C:19]([C:23]([O:25][CH:26]([CH3:28])[CH3:27])=[O:24])[CH:20]=[CH:21]3)=[CH:16][C:15]=2[CH2:29][CH3:30])=[O:13])=[CH:10][CH:11]=1)([CH3:34])([CH3:33])[CH3:32], predict the reactants needed to synthesize it. The reactants are: ClC[CH2:3][CH2:4][CH2:5][C:6]1[CH:11]=[CH:10][C:9]([C:12]([C:14]2[N:22]3[C:17]([CH:18]=[C:19]([C:23]([O:25][CH:26]([CH3:28])[CH3:27])=[O:24])[CH:20]=[CH:21]3)=[CH:16][C:15]=2[CH2:29][CH3:30])=[O:13])=[CH:8][CH:7]=1.[C:31]([NH2:35])([CH3:34])([CH3:33])[CH3:32].CCOC(C)=O.CCOCC. (4) The reactants are: [F:1][C:2]1[CH:3]=[C:4]([CH:7]=[C:8]([F:11])[C:9]=1F)[C:5]#[N:6].[CH2:12]([O:14][C:15](=[O:24])[C:16]1[CH:21]=[C:20]([OH:22])[CH:19]=[C:18]([OH:23])[CH:17]=1)[CH3:13]. Given the product [CH2:12]([O:14][C:15](=[O:24])[C:16]1[CH:21]=[C:20]([OH:22])[CH:19]=[C:18]([O:23][C:9]2[C:8]([F:11])=[CH:7][C:4]([C:5]#[N:6])=[CH:3][C:2]=2[F:1])[CH:17]=1)[CH3:13], predict the reactants needed to synthesize it. (5) The reactants are: I[C:2]1[CH:7]=[C:6]([CH3:8])[CH:5]=[CH:4][C:3]=1[CH3:9].[CH:10]([C:12]1[CH:17]=[CH:16][C:15](B(O)O)=[CH:14][CH:13]=1)=[O:11].C([O-])([O-])=O.[Na+].[Na+]. Given the product [CH3:9][C:3]1[CH:4]=[CH:5][C:6]([CH3:8])=[CH:7][C:2]=1[C:15]1[CH:16]=[CH:17][C:12]([CH:10]=[O:11])=[CH:13][CH:14]=1, predict the reactants needed to synthesize it. (6) Given the product [Cl:1][C:2]1[CH:7]=[C:6]2[NH:8][C:9](=[O:42])[C:10]3([CH:15]([C:16]4[CH:21]=[C:20]([Cl:22])[CH:19]=[CH:18][C:17]=4[O:23][C:24]([CH2:31][CH3:32])([C:27]([OH:29])=[O:28])[CH2:25][CH3:26])[CH2:14][C:13](=[O:33])[NH:12][CH:11]3[C:34]3[CH:39]=[C:38]([Cl:40])[CH:37]=[CH:36][C:35]=3[CH3:41])[C:5]2=[CH:4][CH:3]=1, predict the reactants needed to synthesize it. The reactants are: [Cl:1][C:2]1[CH:7]=[C:6]2[NH:8][C:9](=[O:42])[C:10]3([CH:15]([C:16]4[CH:21]=[C:20]([Cl:22])[CH:19]=[CH:18][C:17]=4[O:23][C:24]([CH2:31][CH3:32])([C:27]([O:29]C)=[O:28])[CH2:25][CH3:26])[CH2:14][C:13](=[O:33])[NH:12][CH:11]3[C:34]3[CH:39]=[C:38]([Cl:40])[CH:37]=[CH:36][C:35]=3[CH3:41])[C:5]2=[CH:4][CH:3]=1.[Li+].[OH-].O. (7) Given the product [C:18]([O:16][CH:15]([CH3:17])[C:8]1([C:4]2[CH:5]=[CH:6][CH:7]=[C:2]([Cl:1])[CH:3]=2)[CH2:9][CH2:10][N:11]([CH3:14])[CH2:12][CH2:13]1)(=[O:20])[CH3:19], predict the reactants needed to synthesize it. The reactants are: [Cl:1][C:2]1[CH:3]=[C:4]([C:8]2([CH:15]([CH3:17])[OH:16])[CH2:13][CH2:12][N:11]([CH3:14])[CH2:10][CH2:9]2)[CH:5]=[CH:6][CH:7]=1.[C:18](OC(=O)C)(=[O:20])[CH3:19].